The task is: Predict the reactants needed to synthesize the given product.. This data is from Full USPTO retrosynthesis dataset with 1.9M reactions from patents (1976-2016). (1) Given the product [C:24]([C:21]1[CH:20]=[CH:19][C:18]([C:14]2[CH:15]=[C:16]3[C:11](=[CH:12][CH:13]=2)[N:10]([C:28]2[CH:33]=[CH:32][C:31]([O:34][CH:35]4[CH2:39][CH2:38][CH2:37][CH2:36]4)=[CH:30][CH:29]=2)[C:9]([C:7]([NH:6][CH2:5][C:4]([OH:40])=[O:3])=[O:8])=[CH:17]3)=[CH:23][CH:22]=1)([CH3:27])([CH3:25])[CH3:26], predict the reactants needed to synthesize it. The reactants are: C([O:3][C:4](=[O:40])[CH2:5][NH:6][C:7]([C:9]1[N:10]([C:28]2[CH:33]=[CH:32][C:31]([O:34][CH:35]3[CH2:39][CH2:38][CH2:37][CH2:36]3)=[CH:30][CH:29]=2)[C:11]2[C:16]([CH:17]=1)=[CH:15][C:14]([C:18]1[CH:23]=[CH:22][C:21]([C:24]([CH3:27])([CH3:26])[CH3:25])=[CH:20][CH:19]=1)=[CH:13][CH:12]=2)=[O:8])C.[OH-].[Na+].Cl. (2) The reactants are: [CH2:1]([N:8]([CH2:28][C:29]1[CH:34]=[CH:33][CH:32]=[CH:31][CH:30]=1)[C@H:9]1[CH2:18][C:17]2[C:12](=[CH:13][CH:14]=[CH:15][C:16]=2B2OC(C)(C)C(C)(C)O2)[O:11][CH2:10]1)[C:2]1[CH:7]=[CH:6][CH:5]=[CH:4][CH:3]=1.Br[C:36]1[CH:37]=[N:38][C:39]([CH:42]2[CH2:44][CH2:43]2)=[N:40][CH:41]=1. Given the product [CH2:28]([N:8]([CH2:1][C:2]1[CH:3]=[CH:4][CH:5]=[CH:6][CH:7]=1)[C@H:9]1[CH2:18][C:17]2[C:12](=[CH:13][CH:14]=[CH:15][C:16]=2[C:36]2[CH:37]=[N:38][C:39]([CH:42]3[CH2:44][CH2:43]3)=[N:40][CH:41]=2)[O:11][CH2:10]1)[C:29]1[CH:30]=[CH:31][CH:32]=[CH:33][CH:34]=1, predict the reactants needed to synthesize it.